Dataset: Peptide-MHC class II binding affinity with 134,281 pairs from IEDB. Task: Regression. Given a peptide amino acid sequence and an MHC pseudo amino acid sequence, predict their binding affinity value. This is MHC class II binding data. The peptide sequence is TSICSLYQLENYCN. The MHC is DRB1_0403 with pseudo-sequence DRB1_0403. The binding affinity (normalized) is 0.431.